This data is from Full USPTO retrosynthesis dataset with 1.9M reactions from patents (1976-2016). The task is: Predict the reactants needed to synthesize the given product. (1) The reactants are: [OH:1][C:2]1[CH:7]=[CH:6][C:5]([S:8]([N:11]2[C:17](=[O:18])[C@:16]3([CH3:19])[C@H:12]2[CH2:13][CH2:14][CH2:15]3)(=[O:10])=[O:9])=[CH:4][CH:3]=1.C(=O)([O-])[O-].[Cs+].[Cs+].Cl[CH2:27][C:28]1[C:37]2[C:32](=[CH:33][CH:34]=[CH:35][CH:36]=2)[N:31]=[C:30]([CH3:38])[CH:29]=1.F[P-](F)(F)(F)(F)F.[N:46]1([O:55][P+](N(C)C)(N(C)C)N(C)C)C2C=CC=CC=2N=N1.Cl.NO. Given the product [OH:55][NH:46][C:17]([C@@:16]1([CH3:19])[CH2:15][CH2:14][CH2:13][C@H:12]1[NH:11][S:8]([C:5]1[CH:6]=[CH:7][C:2]([O:1][CH2:27][C:28]2[C:37]3[C:32](=[CH:33][CH:34]=[CH:35][CH:36]=3)[N:31]=[C:30]([CH3:38])[CH:29]=2)=[CH:3][CH:4]=1)(=[O:10])=[O:9])=[O:18], predict the reactants needed to synthesize it. (2) Given the product [C:6]([OH:13])(=[O:12])/[CH:7]=[CH:8]/[C:9]([OH:11])=[O:10].[C:14]([O:18][CH2:19][OH:20])(=[O:17])[CH:15]=[CH2:16], predict the reactants needed to synthesize it. The reactants are: C1COCC1.[C:6]([OH:13])(=[O:12])/[CH:7]=[CH:8]/[C:9]([OH:11])=[O:10].[C:14]([O:18][CH2:19][OH:20])(=[O:17])[CH:15]=[CH2:16]. (3) Given the product [Cl:10][C:11]1[CH:12]=[CH:13][C:14]([NH:19][C:18]([C:20]2[C:29]3[C:24](=[CH:25][CH:26]=[CH:27][CH:28]=3)[CH:23]=[CH:22][CH:21]=2)=[O:17])=[C:15]([C:16]([NH:32][CH2:33][CH2:34][CH:35]2[O:39][CH2:38][CH2:37][O:36]2)=[O:30])[CH:31]=1, predict the reactants needed to synthesize it. The reactants are: C(N(C(C)C)CC)(C)C.[Cl:10][C:11]1[CH:12]=[CH:13][C:14]2[N:19]=[C:18]([C:20]3[C:29]4[C:24](=[CH:25][CH:26]=[CH:27][CH:28]=4)[CH:23]=[CH:22][CH:21]=3)[O:17][C:16](=[O:30])[C:15]=2[CH:31]=1.[NH2:32][CH2:33][CH2:34][CH:35]1[O:39][CH2:38][CH2:37][O:36]1. (4) Given the product [S:21]1[CH2:22][CH2:23][N:24]=[C:20]1[NH:19][CH:9]([C:3]1[CH:2]=[CH:7][CH:6]=[C:5]([CH3:4])[C:41]=1[CH3:42])[CH2:10][C:11]1[CH:12]=[C:13]([CH3:18])[CH:14]=[C:15]([CH3:17])[CH:16]=1, predict the reactants needed to synthesize it. The reactants are: Cl[C:2]1[C:7](Cl)=[CH:6][CH:5]=[CH:4][C:3]=1[CH:9]([NH:19][C:20]1[S:21][CH2:22][CH2:23][N:24]=1)[CH2:10][C:11]1[CH:16]=[C:15]([CH3:17])[CH:14]=[C:13]([CH3:18])[CH:12]=1.ClC1C(Cl)=CC=CC=1C=O.C(=O)([O-])[O-].[K+].[K+].[C:41](Cl)(=O)[CH3:42]. (5) Given the product [C:8]([NH:7][CH:1]1[CH2:2][CH2:3][CH2:4][CH2:5][CH2:6]1)([NH:9][CH:10]1[CH2:15][CH2:14][CH2:13][CH2:12][CH2:11]1)=[O:22], predict the reactants needed to synthesize it. The reactants are: [CH:1]1([N:7]=[C:8]=[N:9][CH:10]2[CH2:15][CH2:14][CH2:13][CH2:12][CH2:11]2)[CH2:6][CH2:5][CH2:4][CH2:3][CH2:2]1.CN1C(=[O:22])CCC1.